This data is from Reaction yield outcomes from USPTO patents with 853,638 reactions. The task is: Predict the reaction yield, written as a fraction of the theoretical maximum amount of product (1.0 means a 100% yield; for example, 0.34 means a 34% yield). (1) The reactants are [Cl-].[Mg+2].[Cl-].C([O-])(=O)CC([O-])=O.[K+].[K+].[Br:13][C:14]1[CH:15]=[C:16]([CH2:20][CH2:21][C:22]([OH:24])=O)[CH:17]=[CH:18][CH:19]=1.C(N1C=CN=C1)(N1C=CN=C1)=O.BrC1C=C(CCC(O)=O)C=CC=1.C(N1C=CN=C1)(N1C=CN=C1)=O.[C:61]([O:67][CH2:68][CH3:69])(=[O:66])[CH2:62]C([O-])=O.[K+]. The catalyst is C(#N)C.CCN(CC)CC. The product is [Br:13][C:14]1[CH:15]=[C:16]([CH2:20][CH2:21][C:22](=[O:24])[CH2:62][C:61]([O:67][CH2:68][CH3:69])=[O:66])[CH:17]=[CH:18][CH:19]=1. The yield is 0.750. (2) The reactants are C(O[C:4]([C@H:6]1[C@@H:11]([N:12]([C:18](=[O:33])[CH2:19][C:20]2[NH:25][C:24]3[CH:26]=[CH:27][C:28]([I:30])=[CH:29][C:23]=3[S:22](=[O:32])(=[O:31])[N:21]=2)[CH2:13][CH2:14][CH:15]([CH3:17])[CH3:16])[C@H:10]2[CH2:34][C@@H:7]1[CH2:8][CH2:9]2)=[O:5])C.[O-]CC.[Na+].Cl. The catalyst is C(O)C. The product is [OH:5][C:4]1[C@H:6]2[C@H:11]([C@H:10]3[CH2:34][C@@H:7]2[CH2:8][CH2:9]3)[N:12]([CH2:13][CH2:14][CH:15]([CH3:17])[CH3:16])[C:18](=[O:33])[C:19]=1[C:20]1[NH:25][C:24]2[CH:26]=[CH:27][C:28]([I:30])=[CH:29][C:23]=2[S:22](=[O:32])(=[O:31])[N:21]=1. The yield is 0.403. (3) The reactants are [C:1]([C:3]1[C:4]([O:13][CH2:14][CH2:15][OH:16])=[N:5][NH:6][C:7]=1[N:8]=[CH:9][N:10](C)C)#[N:2].[Cl:17][C:18]1[CH:19]=[C:20]([CH:22]=[CH:23][C:24]=1[O:25][CH2:26][C:27]1[CH:32]=[CH:31][CH:30]=[C:29]([F:33])[CH:28]=1)N. The catalyst is C(O)(=O)C.C(OCC)C. The product is [Cl:17][C:18]1[CH:19]=[C:20]([NH:2][C:1]2[N:10]=[CH:9][N:8]=[C:7]3[NH:6][N:5]=[C:4]([O:13][CH2:14][CH2:15][OH:16])[C:3]=23)[CH:22]=[CH:23][C:24]=1[O:25][CH2:26][C:27]1[CH:32]=[CH:31][CH:30]=[C:29]([F:33])[CH:28]=1. The yield is 0.700. (4) The reactants are C(OC(C1C=C(OCC2C=CC=CC=2)C2C(=C(Br)C=CC=2)N=1)=O)C1C=CC=CC=1.[CH3:30][O:31][C:32](=[O:49])[C:33]([NH:38][C:39]1[CH:44]=[CH:43][C:42]([Br:45])=[CH:41][C:40]=1[N+:46]([O-])=O)=[CH:34][C:35]([O-:37])=O. No catalyst specified. The product is [CH3:30][O:31][C:32]([C:33]1[CH:34]=[C:35]([OH:37])[C:44]2[C:39](=[C:40]([NH2:46])[CH:41]=[C:42]([Br:45])[CH:43]=2)[N:38]=1)=[O:49]. The yield is 0.510. (5) The reactants are Cl.[OH:2][C:3]1[CH:4]=[C:5]2[C:10](=[CH:11][CH:12]=1)[CH2:9][NH:8][CH:7]([C:13]([O:15][CH3:16])=[O:14])[CH2:6]2.[C:17]([Si:21](Cl)([CH3:23])[CH3:22])([CH3:20])([CH3:19])[CH3:18]. No catalyst specified. The product is [Si:21]([O:2][C:3]1[CH:4]=[C:5]2[C:10](=[CH:11][CH:12]=1)[CH2:9][NH:8][CH:7]([C:13]([O:15][CH3:16])=[O:14])[CH2:6]2)([C:17]([CH3:20])([CH3:19])[CH3:18])([CH3:23])[CH3:22]. The yield is 0.830. (6) The reactants are [CH3:1][C:2]1([CH3:25])[O:6][C:5](=[O:7])[N:4]([C:8]2[CH:9]=[C:10]3[C:15](=[CH:16][CH:17]=2)[C:14](=[O:18])[NH:13][CH2:12][CH2:11]3)[C@H:3]1[C:19]1[CH:24]=[CH:23][CH:22]=[CH:21][CH:20]=1.I[C:27]1[CH:28]=[CH:29][CH:30]=[C:31]2[C:36]=1[N:35]=[CH:34][CH:33]=[CH:32]2. No catalyst specified. The product is [CH3:1][C:2]1([CH3:25])[O:6][C:5](=[O:7])[N:4]([C:8]2[CH:9]=[C:10]3[C:15](=[CH:16][CH:17]=2)[C:14](=[O:18])[N:13]([C:27]2[CH:28]=[CH:29][CH:30]=[C:31]4[C:36]=2[N:35]=[CH:34][CH:33]=[CH:32]4)[CH2:12][CH2:11]3)[C@H:3]1[C:19]1[CH:24]=[CH:23][CH:22]=[CH:21][CH:20]=1. The yield is 0.686. (7) The reactants are [CH2:1]([CH:3]([C:9](=[O:11])[CH3:10])[C:4]([O:6][CH2:7][CH3:8])=[O:5])[CH3:2].C(OCC)(=O)CC(C)=O. No catalyst specified. The product is [CH2:1]([CH:3]([CH:9]([OH:11])[CH3:10])[C:4]([O:6][CH2:7][CH3:8])=[O:5])[CH3:2]. The yield is 0.600. (8) The reactants are [F:1][C:2]([F:19])([F:18])[S:3]([NH:6][S:7]([C:10]1[CH:15]=[C:14]([Br:16])[CH:13]=[CH:12][C:11]=1Br)(=[O:9])=[O:8])(=[O:5])=[O:4].[Na].[OH-:21].[NH4+:22].[Na][Na]. The catalyst is C(O)CC.[Cu].CN(C=O)C. The product is [F:1][C:2]([F:19])([F:18])[S:3]([NH:6][S:7]([C:10]1[C:11]([C:11]2[C:10]([S:7]([NH:22][S:3]([C:2]([F:1])([F:18])[F:19])(=[O:5])=[O:4])(=[O:8])=[O:21])=[CH:15][C:14]([Br:16])=[CH:13][CH:12]=2)=[CH:12][CH:13]=[C:14]([Br:16])[CH:15]=1)(=[O:9])=[O:8])(=[O:5])=[O:4]. The yield is 0.450.